From a dataset of Full USPTO retrosynthesis dataset with 1.9M reactions from patents (1976-2016). Predict the reactants needed to synthesize the given product. (1) Given the product [Br:28][C:29]1[CH:30]=[C:31]([O:36][C:37]2[C:38]([CH3:43])=[N:39][CH:40]=[CH:41][CH:42]=2)[C:32]([NH:35][C:25]2[S:24][N:11]=[C:10]([CH:7]3[CH2:6][CH2:5][N:4]([C:1](=[O:3])[CH3:2])[CH2:9][CH2:8]3)[N:26]=2)=[N:33][CH:34]=1, predict the reactants needed to synthesize it. The reactants are: [C:1]([N:4]1[CH2:9][CH2:8][CH:7]([C:10](Cl)=[N:11]OS(C)(=O)=O)[CH2:6][CH2:5]1)(=[O:3])[CH3:2].N1C=CC=CC=1.[S-:24][C:25]#[N:26].[Na+].[Br:28][C:29]1[CH:30]=[C:31]([O:36][C:37]2[C:38]([CH3:43])=[N:39][CH:40]=[CH:41][CH:42]=2)[C:32]([NH2:35])=[N:33][CH:34]=1. (2) Given the product [NH2:1][C:2]1[S:3][C:4]2[C:9]([NH:10][C@H:11]([CH3:14])[CH2:12][OH:13])=[N:8][C:7]([S:15][CH2:23][C:19]3[N:20]=[N:21][S:22][C:18]=3[Cl:17])=[N:6][C:5]=2[N:16]=1, predict the reactants needed to synthesize it. The reactants are: [NH2:1][C:2]1[S:3][C:4]2[C:9]([NH:10][C@H:11]([CH3:14])[CH2:12][OH:13])=[N:8][C:7]([SH:15])=[N:6][C:5]=2[N:16]=1.[Cl:17][C:18]1[S:22][N:21]=[N:20][C:19]=1[CH2:23]Cl. (3) Given the product [F:13][C:12]([F:15])([F:14])[O:11][C:9]1[CH:10]=[C:4]2[C:5]([CH:16]=[CH:18][NH:1]2)=[CH:7][CH:8]=1, predict the reactants needed to synthesize it. The reactants are: [N+:1]([C:4]1[CH:10]=[C:9]([O:11][C:12]([F:15])([F:14])[F:13])[CH:8]=[CH:7][C:5]=1N)([O-])=O.[C:16]([CH2:18]C(OCC1C=CC=CC=1)=O)#N.C([O-])([O-])=O.[K+].[K+]. (4) Given the product [C:1]([O:5][C:6]([N:8]1[CH2:12][C@H:11]([C:13]2[CH:18]=[CH:17][CH:16]=[C:15]([F:19])[CH:14]=2)[C@H:10]([C@@H:20]([N:23]2[CH2:28][CH2:27][CH:26]([C:29]3[N:33]([CH2:34][CH3:35])[N:32]=[C:31]([CH2:36][C:37]4[CH:38]=[CH:39][CH:40]=[CH:41][CH:42]=4)[CH:30]=3)[CH2:25][CH2:24]2)[CH3:21])[CH2:9]1)=[O:7])([CH3:3])([CH3:4])[CH3:2], predict the reactants needed to synthesize it. The reactants are: [C:1]([O:5][C:6]([N:8]1[CH2:12][C@H:11]([C:13]2[CH:18]=[CH:17][CH:16]=[C:15]([F:19])[CH:14]=2)[C@H:10]([CH:20]([N:23]2[CH2:28][CH2:27][CH:26]([C:29]3[N:33]([CH2:34][CH3:35])[N:32]=[C:31]([CH2:36][C:37]4[CH:42]=[CH:41][CH:40]=[CH:39][CH:38]=4)[CH:30]=3)[CH2:25][CH2:24]2)[C:21]#N)[CH2:9]1)=[O:7])([CH3:4])([CH3:3])[CH3:2].C[Mg]Br. (5) Given the product [CH3:1][S:2]([C:3]1[N:8]=[C:7]([N:9]2[C:17]3[C:12](=[CH:13][CH:14]=[C:15]([C:18]4[CH:23]=[CH:22][CH:21]=[C:20]([N+:24]([O-:26])=[O:25])[CH:19]=4)[CH:16]=3)[CH:11]=[CH:10]2)[CH:6]=[CH:5][N:4]=1)=[O:32], predict the reactants needed to synthesize it. The reactants are: [CH3:1][S:2][C:3]1[N:8]=[C:7]([N:9]2[C:17]3[C:12](=[CH:13][CH:14]=[C:15]([C:18]4[CH:23]=[CH:22][CH:21]=[C:20]([N+:24]([O-:26])=[O:25])[CH:19]=4)[CH:16]=3)[CH:11]=[CH:10]2)[CH:6]=[CH:5][N:4]=1.ClC1C=C(C=CC=1)C(OO)=[O:32].C(=O)(O)[O-].[Na+]. (6) Given the product [CH3:1][N:2]1[C:6]([NH:7][C:8]2[CH:13]=[C:12]([NH:14][C:15]3[CH:24]=[CH:23][CH:22]=[CH:21][C:16]=3[C:17]([NH:19][CH3:20])=[O:18])[C:11]([CH:25]([CH3:26])[CH3:27])=[CH:10][N:9]=2)=[CH:5][C:4]([CH3:28])=[N:3]1, predict the reactants needed to synthesize it. The reactants are: [CH3:1][N:2]1[C:6]([NH:7][C:8]2[CH:13]=[C:12]([NH:14][C:15]3[CH:24]=[CH:23][CH:22]=[CH:21][C:16]=3[C:17]([NH:19][CH3:20])=[O:18])[C:11]([C:25]([CH3:27])=[CH2:26])=[CH:10][N:9]=2)=[CH:5][C:4]([CH3:28])=[N:3]1.N#N. (7) Given the product [N:1]1([CH2:13][C:14]([N:16]2[C:24]3[C:19](=[CH:20][C:21]([NH:25][C:26]([C:28]4[C:29]([C:34]5[CH:35]=[CH:36][C:37]([C:40]([F:43])([F:41])[F:42])=[CH:38][CH:39]=5)=[CH:30][CH:31]=[CH:32][CH:33]=4)=[O:27])=[CH:22][CH:23]=3)[CH2:18][CH2:17]2)=[O:15])[CH:5]=[CH:4][N:3]=[CH:2]1, predict the reactants needed to synthesize it. The reactants are: [NH:1]1[CH:5]=[CH:4][N:3]=[CH:2]1.CC(C)([O-])C.[K+].Cl[CH2:13][C:14]([N:16]1[C:24]2[C:19](=[CH:20][C:21]([NH:25][C:26]([C:28]3[C:29]([C:34]4[CH:39]=[CH:38][C:37]([C:40]([F:43])([F:42])[F:41])=[CH:36][CH:35]=4)=[CH:30][CH:31]=[CH:32][CH:33]=3)=[O:27])=[CH:22][CH:23]=2)[CH2:18][CH2:17]1)=[O:15].C(OCC)(=O)C. (8) The reactants are: C([O:5][C:6]([N:8]1[CH2:12][CH:11]([C:13]2[NH:14][CH:15]=[C:16]([C:18]3[CH:23]=[CH:22][C:21]([Br:24])=[CH:20][CH:19]=3)[N:17]=2)[N:10]([C:25](=[O:35])[CH:26]([NH:30][C:31]([O:33][CH3:34])=[O:32])[CH:27]([CH3:29])[CH3:28])[CH2:9]1)=O)(C)(C)C.Cl.C(N(C(C)C)CC)(C)C.C(Cl)(=O)[C:47]1[CH:52]=[CH:51][CH:50]=[CH:49][CH:48]=1. Given the product [CH3:34][O:33][C:31](=[O:32])[NH:30][CH:26]([C:25]([N:10]1[CH:11]([C:13]2[NH:14][CH:15]=[C:16]([C:18]3[CH:23]=[CH:22][C:21]([Br:24])=[CH:20][CH:19]=3)[N:17]=2)[CH2:12][N:8]([C:6](=[O:5])[C:47]2[CH:52]=[CH:51][CH:50]=[CH:49][CH:48]=2)[CH2:9]1)=[O:35])[CH:27]([CH3:29])[CH3:28], predict the reactants needed to synthesize it. (9) The reactants are: [CH2:1]([N:3]1[C:12]2[C:7](=[CH:8][C:9](I)=[CH:10][CH:11]=2)[C:6](=[O:14])[C:5]([C:15]([OH:17])=[O:16])=[CH:4]1)[CH3:2].[CH2:18]([O:21][CH2:22][CH2:23][OH:24])[CH:19]=[CH2:20]. Given the product [CH2:1]([N:3]1[C:12]2[C:7](=[CH:8][C:9]([CH:20]=[CH:19][CH2:18][O:21][CH2:22][CH2:23][OH:24])=[CH:10][CH:11]=2)[C:6](=[O:14])[C:5]([C:15]([OH:17])=[O:16])=[CH:4]1)[CH3:2], predict the reactants needed to synthesize it. (10) Given the product [Br:1][C:2]1[CH:3]=[C:4]([N:9]2[CH2:14][CH2:13][O:12][CH2:11][CH2:10]2)[C:5](=[O:8])[N:6]([CH2:16][CH2:17][OH:18])[CH:7]=1.[Br:1][C:2]1[CH:3]=[C:4]([N:9]2[CH2:14][CH2:13][O:12][CH2:11][CH2:10]2)[C:5]([O:8][CH2:16][CH2:17][OH:18])=[N:6][CH:7]=1, predict the reactants needed to synthesize it. The reactants are: [Br:1][C:2]1[CH:3]=[C:4]([N:9]2[CH2:14][CH2:13][O:12][CH2:11][CH2:10]2)[C:5](=[O:8])[NH:6][CH:7]=1.I[CH2:16][CH2:17][OH:18].C(=O)([O-])[O-].[K+].[K+].